Task: Predict the reactants needed to synthesize the given product.. Dataset: Full USPTO retrosynthesis dataset with 1.9M reactions from patents (1976-2016) (1) Given the product [F:20][C:21]([F:37])([F:38])[C:22]1[CH:23]=[CH:24][C:25]([C:28]2[C:29]([C:34]([N:3]3[CH2:4][C@@H:5]4[C@@H:1]([CH2:6]4)[C@H:2]3[CH2:7][NH:8][C:9]([C:11]3[CH:12]=[CH:13][CH:14]=[C:15]4[O:19][CH:18]=[CH:17][C:16]=34)=[O:10])=[O:35])=[CH:30][CH:31]=[CH:32][CH:33]=2)=[CH:26][CH:27]=1, predict the reactants needed to synthesize it. The reactants are: [C@@H:1]12[CH2:6][C@@H:5]1[CH2:4][NH:3][C@@H:2]2[CH2:7][NH:8][C:9]([C:11]1[CH:12]=[CH:13][CH:14]=[C:15]2[O:19][CH:18]=[CH:17][C:16]=12)=[O:10].[F:20][C:21]([F:38])([F:37])[C:22]1[CH:27]=[CH:26][C:25]([C:28]2[C:29]([C:34](O)=[O:35])=[CH:30][CH:31]=[CH:32][CH:33]=2)=[CH:24][CH:23]=1. (2) Given the product [NH2:7][C@@H:8]([CH2:18][C:19]1[C:27]2[C:22](=[CH:23][CH:24]=[C:25]([O:28][C:29]3[CH:30]=[CH:31][C:32]([N+:35]([O-:37])=[O:36])=[CH:33][CH:34]=3)[CH:26]=2)[NH:21][CH:20]=1)[C:9]([N:11]1[CH2:15][CH2:14][CH2:13][C@H:12]1[C:16]#[N:17])=[O:10], predict the reactants needed to synthesize it. The reactants are: C(OC(=O)[NH:7][C@@H:8]([CH2:18][C:19]1[C:27]2[C:22](=[CH:23][CH:24]=[C:25]([O:28][C:29]3[CH:34]=[CH:33][C:32]([N+:35]([O-:37])=[O:36])=[CH:31][CH:30]=3)[CH:26]=2)[NH:21][CH:20]=1)[C:9]([N:11]1[CH2:15][CH2:14][CH2:13][C@H:12]1[C:16]#[N:17])=[O:10])(C)(C)C. (3) Given the product [C:22]([O:21][C:17]1[CH:18]=[C:19]([CH:26]=[CH2:27])[C:13]2[O:12][C:11]([C:8]3[CH:9]=[CH:10][C:5]([O:4][C:1](=[O:3])[CH3:2])=[C:6]([F:25])[CH:7]=3)=[N:15][C:14]=2[CH:16]=1)(=[O:24])[CH3:23], predict the reactants needed to synthesize it. The reactants are: [C:1]([O:4][C:5]1[CH:10]=[CH:9][C:8]([C:11]2[O:12][C:13]3[C:19](Br)=[CH:18][C:17]([O:21][C:22](=[O:24])[CH3:23])=[CH:16][C:14]=3[N:15]=2)=[CH:7][C:6]=1[F:25])(=[O:3])[CH3:2].[CH2:26]([Sn](CCCC)(CCCC)C=C)[CH2:27]CC.CC1C=CC(C)=CC=1.